From a dataset of Full USPTO retrosynthesis dataset with 1.9M reactions from patents (1976-2016). Predict the reactants needed to synthesize the given product. (1) Given the product [CH3:15][O:16][C:17](=[O:25])[C:18]1[CH:23]=[CH:22][N:21]=[C:20]([C:2]#[C:1][C:3]2[C:4]([C:9]3[CH:14]=[CH:13][CH:12]=[CH:11][CH:10]=3)=[N:5][O:6][C:7]=2[CH3:8])[CH:19]=1, predict the reactants needed to synthesize it. The reactants are: [C:1]([C:3]1[C:4]([C:9]2[CH:14]=[CH:13][CH:12]=[CH:11][CH:10]=2)=[N:5][O:6][C:7]=1[CH3:8])#[CH:2].[CH3:15][O:16][C:17](=[O:25])[C:18]1[CH:23]=[CH:22][N:21]=[C:20](I)[CH:19]=1. (2) Given the product [C:1]([NH:4][C:5]1[CH:10]=[C:9]([C:11]2[NH:12][C:13]([C:24]([O:26][CH3:27])=[O:25])=[C:14]([C:16]3[CH:21]=[CH:20][C:19]([Cl:22])=[CH:18][C:17]=3[Cl:23])[N:15]=2)[C:8]([Br:43])=[CH:7][N:6]=1)(=[O:3])[CH3:2], predict the reactants needed to synthesize it. The reactants are: [C:1]([NH:4][C:5]1[CH:10]=[C:9]([C:11]2[N:12](COCC[Si](C)(C)C)[C:13]([C:24]([O:26][CH3:27])=[O:25])=[C:14]([C:16]3[CH:21]=[CH:20][C:19]([Cl:22])=[CH:18][C:17]=3[Cl:23])[N:15]=2)[CH:8]=[CH:7][N:6]=1)(=[O:3])[CH3:2].C1C(=O)N([Br:43])C(=O)C1. (3) Given the product [F:1][C:2]1[CH:7]=[CH:6][C:5]([NH:8][C:9]([C:11]2([C:14]([Cl:25])=[O:16])[CH2:13][CH2:12]2)=[O:10])=[CH:4][CH:3]=1, predict the reactants needed to synthesize it. The reactants are: [F:1][C:2]1[CH:7]=[CH:6][C:5]([NH:8][C:9]([C:11]2([C:14]([OH:16])=O)[CH2:13][CH2:12]2)=[O:10])=[CH:4][CH:3]=1.CN(C=O)C.C(Cl)(=O)C([Cl:25])=O. (4) Given the product [Cl:1][C:2]1[CH:11]=[C:10]([CH2:12][CH2:13][CH3:14])[C:5]([C:6]([NH:8][CH3:9])=[O:7])=[CH:4][N:3]=1, predict the reactants needed to synthesize it. The reactants are: [Cl:1][C:2]1[CH:11]=[CH:10][C:5]([C:6]([NH:8][CH3:9])=[O:7])=[CH:4][N:3]=1.[CH2:12]([Mg]Br)[CH2:13][CH3:14].[Cl-].[NH4+].C(C1C(=O)C(Cl)=C(Cl)C(=O)C=1C#N)#N. (5) Given the product [C:5]12([NH:15][CH2:16][C:17]3[NH:21][C:20]4[CH:22]=[C:23]([OH:26])[CH:24]=[CH:25][C:19]=4[N:18]=3)[CH2:14][CH:9]3[CH2:8][CH:7]([CH2:13][CH:11]([CH2:10]3)[CH2:12]1)[CH2:6]2, predict the reactants needed to synthesize it. The reactants are: B(Br)(Br)Br.[C:5]12([NH:15][CH2:16][C:17]3[NH:21][C:20]4[CH:22]=[C:23]([O:26]C)[CH:24]=[CH:25][C:19]=4[N:18]=3)[CH2:14][CH:9]3[CH2:10][CH:11]([CH2:13][CH:7]([CH2:8]3)[CH2:6]1)[CH2:12]2. (6) Given the product [CH:16]1([C:14]([C:13]2[O:11][C:5]3[CH:4]=[CH:3][C:2]([F:1])=[CH:7][C:6]=3[C:8]=2[CH3:9])=[O:15])[CH2:21][CH2:20][CH2:19][CH2:18][CH2:17]1, predict the reactants needed to synthesize it. The reactants are: [F:1][C:2]1[CH:3]=[CH:4][C:5]([OH:11])=[C:6]([C:8](=O)[CH3:9])[CH:7]=1.Br[CH2:13][C:14]([CH:16]1[CH2:21][CH2:20][CH2:19][CH2:18][CH2:17]1)=[O:15].C(=O)([O-])[O-].[K+].[K+].Cl.